Dataset: Reaction yield outcomes from USPTO patents with 853,638 reactions. Task: Predict the reaction yield, written as a fraction of the theoretical maximum amount of product (1.0 means a 100% yield; for example, 0.34 means a 34% yield). (1) The catalyst is O1CCOCC1.C([O-])(=O)C.[Pd+2].C([O-])(=O)C. The reactants are Cl.Cl.[NH2:3][C:4]1[CH:9]=[CH:8][N:7]=[C:6]([CH2:10][CH2:11][C:12]2[CH:13]=[C:14]([NH:18][C:19]3[C:24]([F:25])=[CH:23][N:22]=[C:21](Cl)[N:20]=3)[CH:15]=[CH:16][CH:17]=2)[CH:5]=1.C(N(CC)CC)C.CC1(C)C2C=CC=C(P(C3C=CC=CC=3)C3C=CC=CC=3)C=2OC2C1=CC=CC=2P(C1C=CC=CC=1)C1C=CC=CC=1.C(=O)([O-])[O-].[Cs+].[Cs+]. The yield is 0.410. The product is [F:25][C:24]1[CH:23]=[N:22][C:21]2[NH:3][C:4]3[CH:9]=[CH:8][N:7]=[C:6]([CH:5]=3)[CH2:10][CH2:11][C:12]3[CH:13]=[C:14]([NH:18][C:19]=1[N:20]=2)[CH:15]=[CH:16][CH:17]=3. (2) The reactants are [O:1]=[S:2](Cl)Cl.[Br:5][C:6]1[CH:7]=[C:8]([C:12]([NH:16][C:17](=[O:23])[O:18][C:19]([CH3:22])([CH3:21])[CH3:20])([CH3:15])[CH2:13][OH:14])[CH:9]=[CH:10][CH:11]=1.N1C=CC=CC=1. The catalyst is CC#N. The product is [C:19]([O:18][C:17]([N:16]1[C:12]([C:8]2[CH:9]=[CH:10][CH:11]=[C:6]([Br:5])[CH:7]=2)([CH3:15])[CH2:13][O:14][S:2]1=[O:1])=[O:23])([CH3:20])([CH3:21])[CH3:22]. The yield is 0.890. (3) The reactants are [H-].[Na+].[OH:3][C@H:4]1[CH2:8][CH2:7][O:6][C:5]1=[O:9].Cl[C:11]1[N:16]=[CH:15][N:14]=[C:13]2[N:17]([C:20]3[C:25]([Cl:26])=[CH:24][CH:23]=[CH:22][N:21]=3)[N:18]=[CH:19][C:12]=12.C(O)(=O)CC(CC(O)=O)(C(O)=O)O. The catalyst is C1COCC1. The product is [Cl:26][C:25]1[C:20]([N:17]2[C:13]3=[N:14][CH:15]=[N:16][C:11]([O:3][C@H:4]4[CH2:8][CH2:7][O:6][C:5]4=[O:9])=[C:12]3[CH:19]=[N:18]2)=[N:21][CH:22]=[CH:23][CH:24]=1. The yield is 0.610.